From a dataset of Reaction yield outcomes from USPTO patents with 853,638 reactions. Predict the reaction yield, written as a fraction of the theoretical maximum amount of product (1.0 means a 100% yield; for example, 0.34 means a 34% yield). The reactants are [H-].[Na+].[CH3:3][C:4]1[C:9]([CH3:10])=[CH:8][CH:7]=[CH:6][C:5]=1[CH2:11][CH2:12][OH:13].[Br:14][C:15]1[CH:24]=[CH:23][CH:22]=[C:21]2[C:16]=1[CH2:17][CH2:18][CH2:19][N:20]2[C:25](=[O:28])[CH2:26]Cl. The catalyst is C1COCC1.C(=O)(O)[O-].[Na+]. The product is [Br:14][C:15]1[CH:24]=[CH:23][CH:22]=[C:21]2[C:16]=1[CH2:17][CH2:18][CH2:19][N:20]2[C:25](=[O:28])[CH2:26][O:13][CH2:12][CH2:11][C:5]1[CH:6]=[CH:7][CH:8]=[C:9]([CH3:10])[C:4]=1[CH3:3]. The yield is 0.110.